From a dataset of Forward reaction prediction with 1.9M reactions from USPTO patents (1976-2016). Predict the product of the given reaction. (1) Given the reactants C(=O)([O-])O.[Na+].Cl.[NH2:7][OH:8].[CH:9]([C:12]1[N:17]=[C:16]([C:18]#[N:19])[CH:15]=[C:14]([C:20]2[CH:25]=[CH:24][CH:23]=[CH:22][CH:21]=2)[N:13]=1)([CH3:11])[CH3:10], predict the reaction product. The product is: [CH:9]([C:12]1[N:17]=[C:16]([C:18](=[N:7][OH:8])[NH2:19])[CH:15]=[C:14]([C:20]2[CH:25]=[CH:24][CH:23]=[CH:22][CH:21]=2)[N:13]=1)([CH3:11])[CH3:10]. (2) Given the reactants Br[C:2]1[CH:3]=[CH:4][C:5]([CH2:8][S:9][C:10]2[C:20]3[CH2:19][CH2:18][N:17]([C:21]([O:23][C:24]([CH3:27])([CH3:26])[CH3:25])=[O:22])[CH2:16][CH2:15][C:14]=3[CH:13]=[CH:12][C:11]=2[Cl:28])=[N:6][CH:7]=1.CC(C)([O-])C.[Na+].C1OCCOCCOCCOCCOCCOC1.[NH:53]1[CH2:58][CH2:57][CH2:56][CH2:55][CH2:54]1, predict the reaction product. The product is: [C:24]([O:23][C:21]([N:17]1[CH2:18][CH2:19][C:20]2[C:10]([S:9][CH2:8][C:5]3[N:6]=[CH:7][C:2]([N:53]4[CH2:58][CH2:57][CH2:56][CH2:55][CH2:54]4)=[CH:3][CH:4]=3)=[C:11]([Cl:28])[CH:12]=[CH:13][C:14]=2[CH2:15][CH2:16]1)=[O:22])([CH3:27])([CH3:26])[CH3:25]. (3) Given the reactants C1OCCOCCOCCOCCOCCOC1.FC(F)(F)COP([CH2:31][C:32]([O:34][CH3:35])=[O:33])(OCC(F)(F)F)=O.C[Si]([N-][Si](C)(C)C)(C)C.[K+].[CH:48](=O)[C:49]1[CH:54]=[CH:53][CH:52]=[CH:51][CH:50]=1, predict the reaction product. The product is: [C:49]1(/[CH:48]=[CH:31]\[C:32]([O:34][CH3:35])=[O:33])[CH:54]=[CH:53][CH:52]=[CH:51][CH:50]=1. (4) Given the reactants [CH:1]1([S:4]([C:7]2[CH:12]=[CH:11][C:10]([CH:13]([O:17][CH:18]3[CH2:23][CH2:22][O:21][CH2:20][CH2:19]3)[C:14](O)=[O:15])=[CH:9][CH:8]=2)(=[O:6])=[O:5])[CH2:3][CH2:2]1.[NH2:24][C:25]1[N:30]=[C:29]([CH2:31][C:32]([O:34][CH2:35][CH3:36])=[O:33])[CH:28]=[CH:27][CH:26]=1.C1C=CC2N(O)N=NC=2C=1.CCN=C=NCCCN(C)C.CN1CCOCC1, predict the reaction product. The product is: [CH:1]1([S:4]([C:7]2[CH:12]=[CH:11][C:10]([CH:13]([O:17][CH:18]3[CH2:19][CH2:20][O:21][CH2:22][CH2:23]3)[C:14]([NH:24][C:25]3[N:30]=[C:29]([CH2:31][C:32]([O:34][CH2:35][CH3:36])=[O:33])[CH:28]=[CH:27][CH:26]=3)=[O:15])=[CH:9][CH:8]=2)(=[O:6])=[O:5])[CH2:3][CH2:2]1. (5) Given the reactants [F:1][C:2]([F:19])([F:18])[C:3]1[N:8]=[C:7]([CH2:9][O:10][C:11]2[CH:16]=[CH:15][NH:14][C:13](=[O:17])[CH:12]=2)[CH:6]=[CH:5][CH:4]=1.Br[C:21]1[CH:26]=[CH:25][C:24]2[C:27]3[CH2:28][N:29]([C:35]([O:37][C:38]([CH3:41])([CH3:40])[CH3:39])=[O:36])[CH2:30][CH2:31][CH2:32][C:33]=3[O:34][C:23]=2[CH:22]=1.C([O-])([O-])=O.[Cs+].[Cs+].CN[C@@H]1CCCC[C@H]1NC, predict the reaction product. The product is: [O:17]=[C:13]1[CH:12]=[C:11]([O:10][CH2:9][C:7]2[CH:6]=[CH:5][CH:4]=[C:3]([C:2]([F:1])([F:18])[F:19])[N:8]=2)[CH:16]=[CH:15][N:14]1[C:21]1[CH:26]=[CH:25][C:24]2[C:27]3[CH2:28][N:29]([C:35]([O:37][C:38]([CH3:41])([CH3:40])[CH3:39])=[O:36])[CH2:30][CH2:31][CH2:32][C:33]=3[O:34][C:23]=2[CH:22]=1. (6) Given the reactants [C:1]1([CH2:7][CH2:8][CH2:9][CH2:10][CH2:11]O)[CH:6]=[CH:5][CH:4]=[CH:3][CH:2]=1.C1(P(C2C=CC=CC=2)C2C=CC=CC=2)C=CC=CC=1.[C:32]1(=[O:42])[NH:36][C:35](=[O:37])[C:34]2=[CH:38][CH:39]=[CH:40][CH:41]=[C:33]12.CCOC(/N=N/C(OCC)=O)=O, predict the reaction product. The product is: [C:1]1([CH2:7][CH2:8][CH2:9][CH2:10][CH2:11][N:36]2[C:32](=[O:42])[C:33]3[C:34](=[CH:38][CH:39]=[CH:40][CH:41]=3)[C:35]2=[O:37])[CH:2]=[CH:3][CH:4]=[CH:5][CH:6]=1. (7) Given the reactants [Br:1][C:2]1[CH:7]=[CH:6][C:5](/[CH:8]=[CH:9]/[C:10]2[O:11][CH:12]=[C:13]([CH2:15]Cl)[N:14]=2)=[CH:4][CH:3]=1.[CH3:17][S:18]([CH2:21][C:22]1[N:23]([CH2:27][CH2:28][CH2:29][CH2:30][C:31]2[CH:36]=[CH:35][C:34]([OH:37])=[CH:33][CH:32]=2)[CH:24]=[CH:25][N:26]=1)(=[O:20])=[O:19].[H-].[Na+], predict the reaction product. The product is: [Br:1][C:2]1[CH:7]=[CH:6][C:5](/[CH:8]=[CH:9]/[C:10]2[O:11][CH:12]=[C:13]([CH2:15][O:37][C:34]3[CH:33]=[CH:32][C:31]([CH2:30][CH2:29][CH2:28][CH2:27][N:23]4[CH:24]=[CH:25][N:26]=[C:22]4[CH2:21][S:18]([CH3:17])(=[O:20])=[O:19])=[CH:36][CH:35]=3)[N:14]=2)=[CH:4][CH:3]=1. (8) The product is: [S:21]1[C:22]2[CH:28]=[CH:27][CH:26]=[CH:25][C:23]=2[N:24]=[C:20]1[NH:18][N:19]=[C:1]([C:4]1[CH:5]=[C:6]([C:10]2[O:14][C:13]([C:15]([OH:17])=[O:16])=[CH:12][CH:11]=2)[CH:7]=[CH:8][CH:9]=1)[CH3:2]. Given the reactants [C:1]([C:4]1[CH:5]=[C:6]([C:10]2[O:14][C:13]([C:15]([OH:17])=[O:16])=[CH:12][CH:11]=2)[CH:7]=[CH:8][CH:9]=1)(=O)[CH3:2].[NH:18]([C:20]1[S:21][C:22]2[CH:28]=[CH:27][CH:26]=[CH:25][C:23]=2[N:24]=1)[NH2:19], predict the reaction product. (9) Given the reactants [C:1]([C:5]1[N:10]=[C:9]([O:11][CH2:12][CH3:13])[C:8]([C:14]2[N:15]([C:35](Cl)=[O:36])[C:16]([C:28]3[CH:33]=[CH:32][C:31]([Cl:34])=[CH:30][CH:29]=3)([CH3:27])[C:17]([C:20]3[CH:25]=[CH:24][C:23]([Cl:26])=[CH:22][CH:21]=3)([CH3:19])[N:18]=2)=[CH:7][N:6]=1)([CH3:4])([CH3:3])[CH3:2].[C:38]([N:41]1[CH2:46][CH2:45][NH:44][CH2:43][CH2:42]1)(=[O:40])[CH3:39], predict the reaction product. The product is: [C:1]([C:5]1[N:10]=[C:9]([O:11][CH2:12][CH3:13])[C:8]([C:14]2[N:15]([C:35]([N:44]3[CH2:45][CH2:46][N:41]([C:38](=[O:40])[CH3:39])[CH2:42][CH2:43]3)=[O:36])[C:16]([C:28]3[CH:33]=[CH:32][C:31]([Cl:34])=[CH:30][CH:29]=3)([CH3:27])[C:17]([C:20]3[CH:25]=[CH:24][C:23]([Cl:26])=[CH:22][CH:21]=3)([CH3:19])[N:18]=2)=[CH:7][N:6]=1)([CH3:2])([CH3:4])[CH3:3]. (10) Given the reactants [NH2:1][C:2]([NH:4][C:5]1[C:6]([C:10]([NH:12][CH2:13][C:14]2[CH:19]=[CH:18][C:17]([O:20][CH3:21])=[CH:16][CH:15]=2)=[O:11])=[N:7][NH:8][CH:9]=1)=[O:3].[N:22]1[CH:27]=[CH:26][C:25](B(O)O)=[CH:24][C:23]=1[CH3:31].N1C=CC=CC=1, predict the reaction product. The product is: [NH2:1][C:2]([NH:4][C:5]1[C:6]([C:10]([NH:12][CH2:13][C:14]2[CH:15]=[CH:16][C:17]([O:20][CH3:21])=[CH:18][CH:19]=2)=[O:11])=[N:7][N:8]([C:25]2[CH:26]=[CH:27][N:22]=[C:23]([CH3:31])[CH:24]=2)[CH:9]=1)=[O:3].